This data is from Forward reaction prediction with 1.9M reactions from USPTO patents (1976-2016). The task is: Predict the product of the given reaction. (1) Given the reactants [N:1]1[CH:6]=[CH:5][CH:4]=[CH:3][C:2]=1[C:7]([NH:9][C:10]1[C:11]([C:21]([OH:23])=O)=[N:12][N:13]([CH:15]2[CH2:20][CH2:19][CH2:18][CH2:17][O:16]2)[CH:14]=1)=[O:8].[NH2:24][CH2:25][C:26]([CH2:30][C:31]1[CH:36]=[CH:35][CH:34]=[CH:33][CH:32]=1)([CH3:29])[C:27]#[N:28].CCN=C=NCCCN(C)C.C1C=CC2N(O)N=NC=2C=1.C(=O)([O-])O.[Na+], predict the reaction product. The product is: [C:25]([C:26]([CH3:29])([CH2:30][C:31]1[CH:36]=[CH:35][CH:34]=[CH:33][CH:32]=1)[CH2:27][NH:28][C:21]([C:11]1[C:10]([NH:9][C:7]([C:2]2[CH:3]=[CH:4][CH:5]=[CH:6][N:1]=2)=[O:8])=[CH:14][N:13]([CH:15]2[CH2:20][CH2:19][CH2:18][CH2:17][O:16]2)[N:12]=1)=[O:23])#[N:24]. (2) Given the reactants [CH:1]([N-:4]C(C)C)(C)[CH3:2].[Li+].[CH3:9][C:10]1([C:13]([O:15]C)=O)[CH2:12][CH2:11]1.CC#N, predict the reaction product. The product is: [CH3:9][C:10]1([C:13](=[O:15])[CH2:2][C:1]#[N:4])[CH2:12][CH2:11]1. (3) Given the reactants [NH:1]1[C:9]2[C:4](=[CH:5][CH:6]=[CH:7][CH:8]=2)[C:3]([NH:10][CH2:11][C:12]([O:14]CC)=O)=[N:2]1.[NH2:17][NH2:18], predict the reaction product. The product is: [NH:1]1[C:9]2[C:4](=[CH:5][CH:6]=[CH:7][CH:8]=2)[C:3]([NH:10][CH2:11][C:12]([NH:17][NH2:18])=[O:14])=[N:2]1. (4) Given the reactants [Br:1][C:2]1[CH:7]=[CH:6][C:5](F)=[CH:4][C:3]=1[O:9][CH3:10].[CH3:11][S-:12].[Na+].CI.O, predict the reaction product. The product is: [Br:1][C:2]1[CH:7]=[CH:6][C:5]([S:12][CH3:11])=[CH:4][C:3]=1[O:9][CH3:10].